This data is from Forward reaction prediction with 1.9M reactions from USPTO patents (1976-2016). The task is: Predict the product of the given reaction. (1) Given the reactants Br[C:2]1[CH:3]=[CH:4][C:5]([O:8][C@@H:9]2[CH:16]3[CH2:17][N:12]4[CH2:13][CH:14]([CH2:18][CH:10]2[CH2:11]4)[CH2:15]3)=[N:6][CH:7]=1.[NH:19]1[C:27]2[C:22](=[CH:23][C:24](B(O)O)=[CH:25][CH:26]=2)[CH:21]=[CH:20]1.N, predict the reaction product. The product is: [NH:19]1[C:27]2[C:22](=[CH:23][C:24]([C:2]3[CH:3]=[CH:4][C:5]([O:8][C@@H:9]4[CH:16]5[CH2:17][N:12]6[CH2:13][CH:14]([CH2:18][CH:10]4[CH2:11]6)[CH2:15]5)=[N:6][CH:7]=3)=[CH:25][CH:26]=2)[CH:21]=[CH:20]1. (2) Given the reactants [Cl:1]C1C2C(=O)N[C@H]3CN(C(OC(C)(C)C)=O)C[C@@H]3C=2C=CC=1.[Cl:23][C:24]1[C:33]2[C:32](=[O:34])[NH:31][C@@H:30]3[CH2:35][N:36](C(OC(C)(C)C)=O)[CH2:37][C@H:29]3[C:28]=2[CH:27]=[CH:26][CH:25]=1, predict the reaction product. The product is: [ClH:1].[Cl:23][C:24]1[C:33]2[C:32](=[O:34])[NH:31][C@H:30]3[CH2:35][NH:36][CH2:37][C@@H:29]3[C:28]=2[CH:27]=[CH:26][CH:25]=1.